Dataset: Forward reaction prediction with 1.9M reactions from USPTO patents (1976-2016). Task: Predict the product of the given reaction. (1) Given the reactants [C:1]([C:4]1([C:7]2[CH:12]=[CH:11][C:10]([N+:13]([O-:15])=[O:14])=[CH:9][CH:8]=2)[CH2:6][CH2:5]1)(=[O:3])[CH3:2].[CH2:16](O)[CH2:17][OH:18].C1(C)C=CC(S([O-])(=O)=O)=CC=1.[NH+]1C=CC=CC=1, predict the reaction product. The product is: [CH3:2][C:1]1([C:4]2([C:7]3[CH:12]=[CH:11][C:10]([N+:13]([O-:15])=[O:14])=[CH:9][CH:8]=3)[CH2:6][CH2:5]2)[O:18][CH2:17][CH2:16][O:3]1. (2) The product is: [Cl:1][C:2]1[C:10]([F:11])=[CH:9][C:5]([C:6]([NH:49][CH2:48][CH:47]([F:50])[F:46])=[O:8])=[C:4]([F:12])[CH:3]=1. Given the reactants [Cl:1][C:2]1[C:10]([F:11])=[CH:9][C:5]([C:6]([OH:8])=O)=[C:4]([F:12])[CH:3]=1.C(N(CC)C(C)C)(C)C.F[P-](F)(F)(F)(F)F.C[N+](C)=C(N(C)C)ON1C2N=CC=CC=2N=N1.[F:46][CH:47]([F:50])[CH2:48][NH2:49], predict the reaction product. (3) Given the reactants [OH:1][C:2]1[CH:3]=[CH:4][C:5]([C:8]([O:10][CH3:11])=[O:9])=[N:6][CH:7]=1.[CH2:12](I)[CH3:13].C([O-])([O-])=O.[K+].[K+], predict the reaction product. The product is: [CH2:12]([O:1][C:2]1[CH:3]=[CH:4][C:5]([C:8]([O:10][CH3:11])=[O:9])=[N:6][CH:7]=1)[CH3:13]. (4) Given the reactants [CH:1]([C:3]1[CH:4]=[C:5]([CH:16]=[CH:17][CH:18]=1)[O:6][C@@H:7]([CH3:15])[C:8]([O:10][C:11]([CH3:14])([CH3:13])[CH3:12])=[O:9])=[O:2].[BH4-].[Na+].O.Cl, predict the reaction product. The product is: [OH:2][CH2:1][C:3]1[CH:4]=[C:5]([CH:16]=[CH:17][CH:18]=1)[O:6][C@@H:7]([CH3:15])[C:8]([O:10][C:11]([CH3:13])([CH3:14])[CH3:12])=[O:9]. (5) Given the reactants [C:1]([OH:5])(=O)[CH2:2][OH:3].[CH3:6][C:7]1[CH:12]=[C:11]([NH:13][C:14]2[C:23]3[C:18](=[CH:19][CH:20]=[CH:21][C:22]=3[O:24][CH2:25][CH2:26][NH:27][CH3:28])[N:17]=[CH:16][N:15]=2)[CH:10]=[CH:9][C:8]=1[OH:29].CN(C(ON1N=NC2C=CC=NC1=2)=[N+](C)C)C.F[P-](F)(F)(F)(F)F, predict the reaction product. The product is: [OH:3][CH2:2][C:1]([N:27]([CH2:26][CH2:25][O:24][C:22]1[CH:21]=[CH:20][CH:19]=[C:18]2[C:23]=1[C:14]([NH:13][C:11]1[CH:10]=[CH:9][C:8]([OH:29])=[C:7]([CH3:6])[CH:12]=1)=[N:15][CH:16]=[N:17]2)[CH3:28])=[O:5]. (6) Given the reactants [Cl:1][C:2]1[C:3]([NH2:16])=[C:4]([CH:12]=[C:13]([Cl:15])[CH:14]=1)[C:5]([NH:7][O:8][CH2:9][CH2:10][OH:11])=O, predict the reaction product. The product is: [Cl:1][C:2]1[C:3]([NH2:16])=[C:4]([C:5]2[O:11][CH2:10][CH2:9][O:8][N:7]=2)[CH:12]=[C:13]([Cl:15])[CH:14]=1. (7) Given the reactants [CH3:1][C:2]1[N:7]=[CH:6][C:5]([C:8]2[CH:9]=[CH:10][C:11]3[N:17]4[CH2:18][C@H:14]([CH2:15][CH2:16]4)[NH:13][C:12]=3[N:19]=2)=[CH:4][CH:3]=1.ClC(Cl)(O[C:24](=[O:30])OC(Cl)(Cl)Cl)Cl.[CH:32]1([CH2:35][NH2:36])[CH2:34][CH2:33]1.CCOC(C)=O, predict the reaction product. The product is: [CH:32]1([CH2:35][NH:36][C:24]([N:13]2[C@@H:14]3[CH2:18][N:17]([CH2:16][CH2:15]3)[C:11]3[CH:10]=[CH:9][C:8]([C:5]4[CH:6]=[N:7][C:2]([CH3:1])=[CH:3][CH:4]=4)=[N:19][C:12]2=3)=[O:30])[CH2:34][CH2:33]1.